From a dataset of Catalyst prediction with 721,799 reactions and 888 catalyst types from USPTO. Predict which catalyst facilitates the given reaction. (1) The catalyst class is: 2. Product: [CH3:28][O:27][CH2:26][CH2:25][N:21]1[CH2:22][CH2:23][CH2:24][CH:20]1[C:16]1[C:17]2[C:12](=[CH:11][C:10]([S:7]([NH:6][C:29]3[S:30][CH:31]=[CH:32][N:33]=3)(=[O:8])=[O:9])=[CH:19][CH:18]=2)[CH:13]=[CH:14][N:15]=1. Reactant: COC1C=C(OC)C=CC=1C[N:6]([C:29]1[S:30][CH:31]=[CH:32][N:33]=1)[S:7]([C:10]1[CH:11]=[C:12]2[C:17](=[CH:18][CH:19]=1)[C:16]([CH:20]1[CH2:24][CH2:23][CH2:22][N:21]1[CH2:25][CH2:26][O:27][CH3:28])=[N:15][CH:14]=[CH:13]2)(=[O:9])=[O:8].C(O)(C(F)(F)F)=O. (2) The catalyst class is: 188. Reactant: Cl[C:2]1[CH:7]=[CH:6][CH:5]=[CH:4][CH:3]=1.[C:8]1([CH3:16])[CH:13]=[CH:12][C:11]([Mg]Br)=[CH:10][CH:9]=1.[Cl-].C(C1C=CC=C(C(C)C)C=1[N+]1C=CN(C2C(C(C)C)=CC=CC=2C(C)C)C=1)(C)C.[Cl-].[NH4+]. Product: [CH3:16][C:8]1[CH:13]=[CH:12][C:11]([C:2]2[CH:7]=[CH:6][CH:5]=[CH:4][CH:3]=2)=[CH:10][CH:9]=1. (3) Reactant: C(=O)([O-])[O-].[K+].[K+].[Cl:7][C:8]1[CH:24]=[CH:23][C:11]([C:12]([NH:14][C:15]2[CH:20]=[CH:19][C:18]([CH3:21])=[C:17]([OH:22])[CH:16]=2)=[O:13])=[CH:10][CH:9]=1.[CH2:25]([O:27][C:28]([C:30]1[C:31]2[S:39][CH:38]=[C:37]([CH2:40]Br)[C:32]=2[C:33]([Cl:36])=[N:34][CH:35]=1)=[O:29])[CH3:26]. Product: [CH2:25]([O:27][C:28]([C:30]1[C:31]2[S:39][CH:38]=[C:37]([CH2:40][O:22][C:17]3[CH:16]=[C:15]([NH:14][C:12](=[O:13])[C:11]4[CH:23]=[CH:24][C:8]([Cl:7])=[CH:9][CH:10]=4)[CH:20]=[CH:19][C:18]=3[CH3:21])[C:32]=2[C:33]([Cl:36])=[N:34][CH:35]=1)=[O:29])[CH3:26]. The catalyst class is: 213. (4) Reactant: C(N(CC)CC)C.[CH3:8][S:9](Cl)(=[O:11])=[O:10].[OH:13][CH2:14][CH2:15][S:16][C:17]1([C:29]2[N:30]=[CH:31][N:32]([C:34]([C:47]3[CH:52]=[CH:51][CH:50]=[CH:49][CH:48]=3)([C:41]3[CH:46]=[CH:45][CH:44]=[CH:43][CH:42]=3)[C:35]3[CH:40]=[CH:39][CH:38]=[CH:37][CH:36]=3)[CH:33]=2)[CH2:26][CH2:25][CH2:24][C:23]2[CH:22]=[C:21]([C:27]#[N:28])[CH:20]=[CH:19][C:18]1=2. Product: [CH3:8][S:9]([O:13][CH2:14][CH2:15][S:16][C:17]1([C:29]2[N:30]=[CH:31][N:32]([C:34]([C:47]3[CH:52]=[CH:51][CH:50]=[CH:49][CH:48]=3)([C:35]3[CH:36]=[CH:37][CH:38]=[CH:39][CH:40]=3)[C:41]3[CH:42]=[CH:43][CH:44]=[CH:45][CH:46]=3)[CH:33]=2)[C:18]2[C:23](=[CH:22][C:21]([C:27]#[N:28])=[CH:20][CH:19]=2)[CH2:24][CH2:25][CH2:26]1)(=[O:11])=[O:10]. The catalyst class is: 4. (5) Reactant: [C:1]([C:4]1[CH:13]=[CH:12][C:11]([S:14](=[O:29])(=[O:28])[N:15]([C:20]2[CH:25]=[CH:24][C:23]([CH2:26][CH3:27])=[CH:22][CH:21]=2)[CH2:16][CH:17]([CH3:19])[CH3:18])=[CH:10][C:5]=1[C:6]([O:8][CH3:9])=[O:7])(=[O:3])[CH3:2].BrC(Br)=O.[NH:34]1[CH2:39][CH2:38][O:37][CH2:36][CH2:35]1. Product: [CH2:26]([C:23]1[CH:22]=[CH:21][C:20]([N:15]([CH2:16][CH:17]([CH3:18])[CH3:19])[S:14]([C:11]2[CH:12]=[CH:13][C:4]([C:1](=[O:3])[CH2:2][N:34]3[CH2:39][CH2:38][O:37][CH2:36][CH2:35]3)=[C:5]([CH:10]=2)[C:6]([O:8][CH3:9])=[O:7])(=[O:28])=[O:29])=[CH:25][CH:24]=1)[CH3:27]. The catalyst class is: 7. (6) Reactant: Cl[C:2]1[N:7]=[C:6]([NH:8][CH2:9][CH2:10][CH3:11])[N:5]=[C:4]([NH:12][CH2:13][CH2:14][CH3:15])[N:3]=1.Cl.[CH3:17][O:18][NH:19][CH2:20][C:21]#[CH:22].[OH-].[Na+].C([O-])(O)=O.[Na+]. Product: [CH2:9]([NH:8][C:6]1[N:5]=[C:4]([NH:12][CH2:13][CH2:14][CH3:15])[N:3]=[C:2]([N:19]([CH2:20][C:21]#[CH:22])[O:18][CH3:17])[N:7]=1)[CH2:10][CH3:11]. The catalyst class is: 12. (7) Reactant: [CH2:1]([O:8][C:9]([N:11]1[CH2:14][CH:13]([O:15][C:16]2[C:17]([C:22]3[CH2:27][CH2:26][N:25](C(OC(C)(C)C)=O)[CH2:24][CH:23]=3)=[N:18][CH:19]=[CH:20][N:21]=2)[CH2:12]1)=[O:10])[C:2]1[CH:7]=[CH:6][CH:5]=[CH:4][CH:3]=1.[ClH:35]. Product: [ClH:35].[ClH:35].[ClH:35].[Cl:35][C:22]1([C:17]2[C:16]([O:15][CH:13]3[CH2:14][N:11]([C:9]([O:8][CH2:1][C:2]4[CH:7]=[CH:6][CH:5]=[CH:4][CH:3]=4)=[O:10])[CH2:12]3)=[N:21][CH:20]=[CH:19][N:18]=2)[CH2:27][CH2:26][NH:25][CH2:24][CH2:23]1. The catalyst class is: 2. (8) Reactant: [Br:1][CH2:2][CH2:3][CH2:4][CH2:5][C:6]([OH:8])=[O:7].[C:9]1([P:15]([C:22]2[CH:27]=[CH:26][CH:25]=[CH:24][CH:23]=2)[C:16]2[CH:21]=[CH:20][CH:19]=[CH:18][CH:17]=2)[CH:14]=[CH:13][CH:12]=[CH:11][CH:10]=1. Product: [Br-:1].[C:6]([CH2:5][CH2:4][CH2:3][CH2:2][P+:15]([C:16]1[CH:17]=[CH:18][CH:19]=[CH:20][CH:21]=1)([C:22]1[CH:27]=[CH:26][CH:25]=[CH:24][CH:23]=1)[C:9]1[CH:10]=[CH:11][CH:12]=[CH:13][CH:14]=1)([OH:8])=[O:7]. The catalyst class is: 10. (9) Reactant: [CH3:1][O:2][C:3](=[O:20])[C:4]1[CH:9]=[CH:8][C:7](Cl)=[N:6][C:5]=1[NH:11][C:12]1[CH:17]=[CH:16][C:15]([Br:18])=[CH:14][C:13]=1[F:19].[CH3:21][O-:22].[Na+].CO. Product: [CH3:1][O:2][C:3](=[O:20])[C:4]1[CH:9]=[CH:8][C:7]([O:22][CH3:21])=[N:6][C:5]=1[NH:11][C:12]1[CH:17]=[CH:16][C:15]([Br:18])=[CH:14][C:13]=1[F:19]. The catalyst class is: 15.